From a dataset of Full USPTO retrosynthesis dataset with 1.9M reactions from patents (1976-2016). Predict the reactants needed to synthesize the given product. (1) Given the product [Br:1][C:2]1[C:3]2[CH:10]=[CH:9][CH:8]=[CH:7][C:4]=2[S:5][C:6]=1[CH3:11], predict the reactants needed to synthesize it. The reactants are: [Br:1][C:2]1[C:3]2[CH:10]=[CH:9][CH:8]=[CH:7][C:4]=2[S:5][CH:6]=1.[CH:11](NC(C)C)(C)C.[Li].C1CCCCC1.CI.[NH4+].[Cl-]. (2) Given the product [CH:1]1([C:4]([CH:6]([N:31]2[CH2:32][CH2:33][C:34]3[S:35][C:27](=[O:26])[CH2:28][C:29]=3[CH2:30]2)[C:7]2[CH:12]=[CH:11][CH:10]=[CH:9][C:8]=2[F:13])=[O:5])[CH2:3][CH2:2]1, predict the reactants needed to synthesize it. The reactants are: [CH:1]1([C:4]([CH:6](Cl)[C:7]2[CH:12]=[CH:11][CH:10]=[CH:9][C:8]=2[F:13])=[O:5])[CH2:3][CH2:2]1.C1(C)C=CC(S(O)(=O)=O)=CC=1.[O:26]=[C:27]1[S:35][C:34]2[CH2:33][CH2:32][NH:31][CH2:30][C:29]=2[CH2:28]1.C(=O)(O)[O-].[Na+].CN(C=O)C. (3) Given the product [NH2:22][C:14]1[C:13]2[N:23]=[C:2]([CH2:1][OH:4])[N:11]([CH2:24][CH:25]3[CH2:30][CH2:29][O:28][CH2:27][CH2:26]3)[C:12]=2[C:21]2[CH:20]=[CH:19][CH:18]=[CH:17][C:16]=2[N:15]=1, predict the reactants needed to synthesize it. The reactants are: [C:1]([O-:4])(=O)[CH3:2].[K+].[I-].[K+].ClCC1[N:11]([CH2:24][CH:25]2[CH2:30][CH2:29][O:28][CH2:27][CH2:26]2)[C:12]2[C:21]3[CH:20]=[CH:19][CH:18]=[CH:17][C:16]=3[N:15]=[C:14]([NH2:22])[C:13]=2[N:23]=1.O.[OH-].[Li+]. (4) Given the product [CH3:1][O:2][C:3](=[O:18])[C:4]1[CH:9]=[C:8]([N+:10]([O-:12])=[O:11])[C:7]([C:13]([F:16])([F:15])[F:14])=[CH:6][C:5]=1[N:17]=[C:19]=[O:20], predict the reactants needed to synthesize it. The reactants are: [CH3:1][O:2][C:3](=[O:18])[C:4]1[CH:9]=[C:8]([N+:10]([O-:12])=[O:11])[C:7]([C:13]([F:16])([F:15])[F:14])=[CH:6][C:5]=1[NH2:17].[C:19](Cl)(Cl)=[O:20]. (5) Given the product [CH3:16][S:17]([NH:1][C:2]1[CH:3]=[CH:4][CH:5]=[C:6]2[C:10]=1[NH:9][C:8]([C:11]([O:13][CH2:14][CH3:15])=[O:12])=[CH:7]2)(=[O:19])=[O:18], predict the reactants needed to synthesize it. The reactants are: [NH2:1][C:2]1[CH:3]=[CH:4][CH:5]=[C:6]2[C:10]=1[NH:9][C:8]([C:11]([O:13][CH2:14][CH3:15])=[O:12])=[CH:7]2.[CH3:16][S:17](Cl)(=[O:19])=[O:18]. (6) Given the product [O:58]=[S:2]1(=[O:1])[CH2:7][CH2:6][CH:5]([CH2:8][CH2:9][NH:10][C@:11]23[CH2:54][CH2:53][C@@H:52]([C:55]([CH3:57])=[CH2:56])[C@@H:12]2[C@@H:13]2[C@@:26]([CH3:29])([CH2:27][CH2:28]3)[C@@:25]3([CH3:30])[C@@H:16]([C@:17]4([CH3:51])[C@@H:22]([CH2:23][CH2:24]3)[C:21]([CH3:32])([CH3:31])[C:20]([C:33]3[CH2:38][CH2:37][C@@:36]([CH2:49][F:50])([C:39]([OH:41])=[O:40])[CH2:35][CH:34]=3)=[CH:19][CH2:18]4)[CH2:15][CH2:14]2)[CH2:4][CH2:3]1, predict the reactants needed to synthesize it. The reactants are: [O:1]=[S:2]1(=[O:58])[CH2:7][CH2:6][CH:5]([CH2:8][CH2:9][NH:10][C@:11]23[CH2:54][CH2:53][C@@H:52]([C:55]([CH3:57])=[CH2:56])[C@@H:12]2[C@@H:13]2[C@@:26]([CH3:29])([CH2:27][CH2:28]3)[C@@:25]3([CH3:30])[C@@H:16]([C@:17]4([CH3:51])[C@@H:22]([CH2:23][CH2:24]3)[C:21]([CH3:32])([CH3:31])[C:20]([C:33]3[CH2:38][CH2:37][C@@:36]([CH2:49][F:50])([C:39]([O:41]CC5C=CC=CC=5)=[O:40])[CH2:35][CH:34]=3)=[CH:19][CH2:18]4)[CH2:15][CH2:14]2)[CH2:4][CH2:3]1.[OH-].[Na+]. (7) Given the product [CH3:28][N:25]1[CH2:26][CH2:27][N:22]([C:21]2[C:16]3[S:15][CH:14]=[C:13]([C:37]4[CH:42]=[CH:41][C:40]([OH:43])=[CH:39][CH:38]=4)[C:17]=3[N:18]=[CH:19][N:20]=2)[CH2:23][CH2:24]1, predict the reactants needed to synthesize it. The reactants are: OCC1C=CC(B(O)O)=CC=1.Br[C:13]1[C:17]2[N:18]=[CH:19][N:20]=[C:21]([N:22]3[CH2:27][CH2:26][N:25]([CH3:28])[CH2:24][CH2:23]3)[C:16]=2[S:15][CH:14]=1.CC1(C)C(C)(C)OB([C:37]2[CH:42]=[CH:41][C:40]([OH:43])=[CH:39][CH:38]=2)O1. (8) Given the product [NH2:10][C:9]1[O:8][N:7]=[C:6]([C:11]2[CH:16]=[CH:15][CH:14]=[CH:13][C:12]=2[O:17][C:18]([F:20])([F:21])[F:19])[C:5]=1[C:3]([OH:4])=[O:2], predict the reactants needed to synthesize it. The reactants are: C[O:2][C:3]([C:5]1[C:6]([C:11]2[CH:16]=[CH:15][CH:14]=[CH:13][C:12]=2[O:17][C:18]([F:21])([F:20])[F:19])=[N:7][O:8][C:9]=1[NH2:10])=[O:4].[OH-].[Na+]. (9) Given the product [Cl:15][C:16]1[CH:21]=[CH:20][C:19]([C:22]2[CH:23]=[CH:24][C:25]([CH2:28][S:12][C:9]3[CH:10]=[CH:11][C:6]([O:5][CH2:4][C:3]([OH:2])=[O:14])=[C:7]([CH3:13])[CH:8]=3)=[CH:26][CH:27]=2)=[CH:18][C:17]=1[C:30]([F:31])([F:32])[F:33], predict the reactants needed to synthesize it. The reactants are: C[O:2][C:3](=[O:14])[CH2:4][O:5][C:6]1[CH:11]=[CH:10][C:9]([SH:12])=[CH:8][C:7]=1[CH3:13].[Cl:15][C:16]1[CH:21]=[CH:20][C:19]([C:22]2[CH:27]=[CH:26][C:25]([CH2:28]Cl)=[CH:24][CH:23]=2)=[CH:18][C:17]=1[C:30]([F:33])([F:32])[F:31]. (10) Given the product [CH:1]1([S:4]([NH:7][C:8]2[CH:9]=[C:10]([CH:15]=[CH:16][C:17]=2[F:18])[C:11]([OH:13])=[O:12])(=[O:5])=[O:6])[CH2:2][CH2:3]1, predict the reactants needed to synthesize it. The reactants are: [CH:1]1([S:4]([NH:7][C:8]2[CH:9]=[C:10]([CH:15]=[CH:16][C:17]=2[F:18])[C:11]([O:13]C)=[O:12])(=[O:6])=[O:5])[CH2:3][CH2:2]1.[Li+].[OH-].Cl.